Dataset: Peptide-MHC class II binding affinity with 134,281 pairs from IEDB. Task: Regression. Given a peptide amino acid sequence and an MHC pseudo amino acid sequence, predict their binding affinity value. This is MHC class II binding data. The peptide sequence is LRFRVPWISDTPYRV. The binding affinity (normalized) is 0.819. The MHC is DRB1_1302 with pseudo-sequence DRB1_1302.